Dataset: Forward reaction prediction with 1.9M reactions from USPTO patents (1976-2016). Task: Predict the product of the given reaction. Given the reactants C(O)(=O)C.[CH2:5]1[C:14]2[C:9](=[CH:10][CH:11]=[CH:12][C:13]=2[OH:15])[CH2:8][CH2:7][NH:6]1.CCN(CC)CC.[S:23]1[CH:27]=[CH:26][CH:25]=[C:24]1[CH:28]=O.C([BH3-])#N.[Na+], predict the reaction product. The product is: [S:23]1[CH:27]=[CH:26][CH:25]=[C:24]1[CH2:28][N:6]1[CH2:7][CH2:8][C:9]2[C:14](=[C:13]([OH:15])[CH:12]=[CH:11][CH:10]=2)[CH2:5]1.